This data is from CYP3A4 inhibition data for predicting drug metabolism from PubChem BioAssay. The task is: Regression/Classification. Given a drug SMILES string, predict its absorption, distribution, metabolism, or excretion properties. Task type varies by dataset: regression for continuous measurements (e.g., permeability, clearance, half-life) or binary classification for categorical outcomes (e.g., BBB penetration, CYP inhibition). Dataset: cyp3a4_veith. The drug is C(=Nc1cnc2ccccc2c1)c1ccc2ccccc2n1. The result is 0 (non-inhibitor).